Dataset: Full USPTO retrosynthesis dataset with 1.9M reactions from patents (1976-2016). Task: Predict the reactants needed to synthesize the given product. (1) Given the product [N:23]1[CH:24]=[CH:25][CH:26]=[CH:27][C:22]=1[C:12]1([CH2:7][C:5]#[N:6])[CH2:21][C:16]2([CH2:20][CH2:19][CH2:18][CH2:17]2)[O:15][CH2:14][CH2:13]1, predict the reactants needed to synthesize it. The reactants are: C(O)CO.[C:5]([CH:7]([C:12]1([C:22]2[CH:27]=[CH:26][CH:25]=[CH:24][N:23]=2)[CH2:21][C:16]2([CH2:20][CH2:19][CH2:18][CH2:17]2)[O:15][CH2:14][CH2:13]1)C(OC)=O)#[N:6].[OH-].[K+]. (2) Given the product [CH2:1]([C:4]1[C:8]([CH2:9][CH2:10][CH2:11][CH2:12][O:13][C:25]2[CH:26]=[C:27]([CH2:31][C:32]([OH:34])=[O:33])[CH:28]=[CH:29][CH:30]=2)=[CH:7][N:6]([C:14]2[CH:19]=[CH:18][C:17]([C:20]([F:22])([F:21])[F:23])=[CH:16][N:15]=2)[N:5]=1)[CH2:2][CH3:3], predict the reactants needed to synthesize it. The reactants are: [CH2:1]([C:4]1[C:8]([CH2:9][CH2:10][CH2:11][CH2:12][OH:13])=[CH:7][N:6]([C:14]2[CH:19]=[CH:18][C:17]([C:20]([F:23])([F:22])[F:21])=[CH:16][N:15]=2)[N:5]=1)[CH2:2][CH3:3].O[C:25]1[CH:26]=[C:27]([CH2:31][C:32]([O:34]C)=[O:33])[CH:28]=[CH:29][CH:30]=1.C(P(CCCC)CCCC)CCC.N(C(N1CCCCC1)=O)=NC(N1CCCCC1)=O. (3) Given the product [Br:1][C:2]1[S:3][CH:4]=[C:5]([C:7]([OH:9])=[O:8])[N:6]=1, predict the reactants needed to synthesize it. The reactants are: [Br:1][C:2]1[S:3][CH:4]=[C:5]([C:7]([O:9]CC)=[O:8])[N:6]=1.Cl. (4) Given the product [CH3:22][C@@H:10]([CH2:11][N:12]1[C:20]2[C:15](=[CH:16][C:17]([CH3:21])=[CH:18][CH:19]=2)[CH:14]=[N:13]1)[CH2:9][OH:8], predict the reactants needed to synthesize it. The reactants are: [Si]([O:8][CH2:9][C@@H:10]([CH3:22])[CH2:11][N:12]1[C:20]2[C:15](=[CH:16][C:17]([CH3:21])=[CH:18][CH:19]=2)[CH:14]=[N:13]1)(C(C)(C)C)(C)C.CCCC[N+](CCCC)(CCCC)CCCC.[F-]. (5) Given the product [C:1]([C:3]1[CH:4]=[C:5]([N:10]([CH2:15][C:16]2[CH:21]=[CH:20][C:19]([C:26]3[CH:27]=[CH:28][N:23]=[CH:24][CH:25]=3)=[CH:18][CH:17]=2)[C:11](=[O:14])[CH2:12][CH3:13])[CH:6]=[C:7]([F:9])[CH:8]=1)#[N:2], predict the reactants needed to synthesize it. The reactants are: [C:1]([C:3]1[CH:4]=[C:5]([N:10]([CH2:15][C:16]2[CH:21]=[CH:20][C:19](I)=[CH:18][CH:17]=2)[C:11](=[O:14])[CH2:12][CH3:13])[CH:6]=[C:7]([F:9])[CH:8]=1)#[N:2].[N:23]1[CH:28]=[CH:27][C:26](B(O)O)=[CH:25][CH:24]=1.